From a dataset of Catalyst prediction with 721,799 reactions and 888 catalyst types from USPTO. Predict which catalyst facilitates the given reaction. (1) The catalyst class is: 49. Reactant: [Br:1][C:2]1[CH:3]=[CH:4][C:5](F)=[N:6][CH:7]=1.[OH:9][C@H:10]1[CH2:14][CH2:13][NH:12][CH2:11]1.CCN(CC)CC. Product: [Br:1][C:2]1[CH:3]=[CH:4][C:5]([N:12]2[CH2:13][CH2:14][C@H:10]([OH:9])[CH2:11]2)=[N:6][CH:7]=1. (2) Reactant: [NH2:1][C:2]1[CH:7]=[CH:6][CH:5]=[CH:4][CH:3]=1.[CH3:8][C:9]1[CH:10]([C:17]2[CH:24]=[CH:23][CH:22]=[CH:21][C:18]=2[CH:19]=O)[C:11]([CH3:16])=[C:12]([CH3:15])[C:13]=1[CH3:14]. Product: [CH3:8][C:9]1[CH:10]([C:17]2[CH:24]=[CH:23][CH:22]=[CH:21][C:18]=2[CH:19]=[N:1][C:2]2[CH:7]=[CH:6][CH:5]=[CH:4][CH:3]=2)[C:11]([CH3:16])=[C:12]([CH3:15])[C:13]=1[CH3:14]. The catalyst class is: 8. (3) The catalyst class is: 4. Reactant: [NH2:1][CH:2]1[N:8]=[C:7]([C:9]2[CH:14]=[CH:13][CH:12]=[CH:11][CH:10]=2)[C:6]2[CH:15]=[C:16]([Cl:19])[CH:17]=[CH:18][C:5]=2[N:4]([CH3:20])[C:3]1=[O:21].[N:22]([C:25]1[CH:30]=[CH:29][C:28]([O:31][CH3:32])=[CH:27][C:26]=1[CH3:33])=[C:23]=[O:24]. Product: [Cl:19][C:16]1[CH:17]=[CH:18][C:5]2[N:4]([CH3:20])[C:3](=[O:21])[CH:2]([NH:1][C:23]([NH:22][C:25]3[CH:30]=[CH:29][C:28]([O:31][CH3:32])=[CH:27][C:26]=3[CH3:33])=[O:24])[N:8]=[C:7]([C:9]3[CH:10]=[CH:11][CH:12]=[CH:13][CH:14]=3)[C:6]=2[CH:15]=1. (4) Reactant: [F:1][C:2]1[CH:35]=[CH:34][C:5]([O:6][C:7]2[CH:12]=[CH:11][C:10]([S:13]([NH:16][CH2:17][CH2:18][C:19]3[CH:24]=[CH:23][CH:22]=[CH:21][C:20]=3[O:25][CH2:26][CH2:27][N:28]3[CH2:33][CH2:32][CH2:31][CH2:30][CH2:29]3)(=[O:15])=[O:14])=[CH:9][CH:8]=2)=[CH:4][CH:3]=1.[C:36]([OH:40])(=[O:39])[CH:37]=O. Product: [F:1][C:2]1[CH:3]=[CH:4][C:5]([O:6][C:7]2[CH:8]=[CH:9][C:10]([S:13]([N:16]3[CH2:17][CH2:18][C:19]4[C:24](=[CH:23][CH:22]=[CH:21][C:20]=4[O:25][CH2:26][CH2:27][N:28]4[CH2:29][CH2:30][CH2:31][CH2:32][CH2:33]4)[CH:37]3[C:36]([OH:40])=[O:39])(=[O:15])=[O:14])=[CH:11][CH:12]=2)=[CH:34][CH:35]=1. The catalyst class is: 55. (5) Reactant: [C:1]([C:4]1[CH:9]=[CH:8][C:7]([CH2:10][CH2:11][CH2:12][CH2:13][C:14]([OH:16])=O)=[CH:6][CH:5]=1)(=[O:3])[CH3:2].Cl.Cl.[NH2:19][CH:20]1[CH2:25][CH2:24][N:23]([CH2:26][C:27]2[CH:32]=[CH:31][C:30]([Cl:33])=[C:29]([Cl:34])[CH:28]=2)[CH2:22][CH2:21]1.C(N(CC)CC)C.CCN=C=NCCCN(C)C.Cl. Product: [C:1]([C:4]1[CH:5]=[CH:6][C:7]([CH2:10][CH2:11][CH2:12][CH2:13][C:14]([NH:19][CH:20]2[CH2:25][CH2:24][N:23]([CH2:26][C:27]3[CH:32]=[CH:31][C:30]([Cl:33])=[C:29]([Cl:34])[CH:28]=3)[CH2:22][CH2:21]2)=[O:16])=[CH:8][CH:9]=1)(=[O:3])[CH3:2]. The catalyst class is: 4. (6) Reactant: CCN=C=NCCCN(C)C.[F:12][C:13]1[CH:18]=[CH:17][C:16]([N:19]2[CH2:25][CH2:24][CH2:23][CH2:22][CH:21]([C:26]([OH:28])=O)[C:20]2=[O:29])=[CH:15][CH:14]=1.C1C=CC2N(O)N=NC=2C=1.[NH2:40][C:41]1[CH:73]=[CH:72][C:44]([O:45][C:46]2[CH:51]=[CH:50][N:49]=[C:48]3[N:52]([CH2:63][C:64]4[CH:69]=[CH:68][C:67]([O:70][CH3:71])=[CH:66][CH:65]=4)[N:53]=[C:54]([NH:55][CH:56]4[CH2:61][CH2:60][N:59]([CH3:62])[CH2:58][CH2:57]4)[C:47]=23)=[C:43]([F:74])[CH:42]=1.C(N(CC)CC)C. Product: [CH3:71][O:70][C:67]1[CH:66]=[CH:65][C:64]([CH2:63][N:52]2[C:48]3=[N:49][CH:50]=[CH:51][C:46]([O:45][C:44]4[CH:72]=[CH:73][C:41]([NH:40][C:26]([CH:21]5[CH2:22][CH2:23][CH2:24][CH2:25][N:19]([C:16]6[CH:15]=[CH:14][C:13]([F:12])=[CH:18][CH:17]=6)[C:20]5=[O:29])=[O:28])=[CH:42][C:43]=4[F:74])=[C:47]3[C:54]([NH:55][CH:56]3[CH2:61][CH2:60][N:59]([CH3:62])[CH2:58][CH2:57]3)=[N:53]2)=[CH:69][CH:68]=1. The catalyst class is: 31.